This data is from Forward reaction prediction with 1.9M reactions from USPTO patents (1976-2016). The task is: Predict the product of the given reaction. (1) The product is: [ClH:21].[C:36]1([CH:7]([C:1]2[CH:2]=[CH:3][CH:4]=[CH:5][CH:6]=2)[CH2:8][N:9]([CH2:22][CH2:23][CH2:24][O:25][C:26]2[CH:31]=[CH:30][CH:29]=[C:28]([C:32]([OH:34])=[O:33])[CH:27]=2)[CH2:10][C:11]2[CH:16]=[CH:15][CH:14]=[C:13]([C:17]([F:18])([F:20])[F:19])[C:12]=2[Cl:21])[CH:41]=[CH:40][CH:39]=[CH:38][CH:37]=1. Given the reactants [C:1]1([CH:7]([C:36]2[CH:41]=[CH:40][CH:39]=[CH:38][CH:37]=2)[CH2:8][N:9]([CH2:22][CH2:23][CH2:24][O:25][C:26]2[CH:31]=[CH:30][CH:29]=[C:28]([C:32]([O:34]C)=[O:33])[CH:27]=2)[CH2:10][C:11]2[CH:16]=[CH:15][CH:14]=[C:13]([C:17]([F:20])([F:19])[F:18])[C:12]=2[Cl:21])[CH:6]=[CH:5][CH:4]=[CH:3][CH:2]=1.[OH-].[Na+].Cl, predict the reaction product. (2) Given the reactants N1C(C)=CC=CC=1C.[C:9]([O:14][CH2:15][C:16]1[CH:21]=[CH:20][CH:19]=[CH:18][CH:17]=1)(=[O:13])[C@H:10]([CH3:12])O.FC(F)(F)S(OS(C(F)(F)F)(=O)=O)(=O)=O.[NH2:37][O:38][CH2:39][CH2:40][CH2:41][C:42]([O:44][CH3:45])=[O:43], predict the reaction product. The product is: [CH3:45][O:44][C:42](=[O:43])[CH2:41][CH2:40][CH2:39][O:38][NH:37][CH:10]([C:9]([O:14][CH2:15][C:16]1[CH:21]=[CH:20][CH:19]=[CH:18][CH:17]=1)=[O:13])[CH3:12]. (3) Given the reactants Br[C:2]1[CH:7]=[CH:6][CH:5]=[CH:4][C:3]=1[CH2:8][CH3:9].[Li]CCCC.[O:15]=[C:16]1[N:21]([C:22]([O:24][C:25]([CH3:28])([CH3:27])[CH3:26])=[O:23])[CH2:20][CH2:19][N:18]2[C:29](=[O:32])[CH2:30][CH2:31][C@@H:17]12, predict the reaction product. The product is: [CH2:8]([C:3]1[CH:4]=[CH:5][CH:6]=[CH:7][C:2]=1[C:16]([C@@H:17]1[CH2:31][CH2:30][C:29](=[O:32])[N:18]1[CH2:19][CH2:20][NH:21][C:22](=[O:23])[O:24][C:25]([CH3:28])([CH3:27])[CH3:26])=[O:15])[CH3:9]. (4) Given the reactants [NH2:1][C:2]1[C:3]2[N:4]([N:9]=[CH:10][C:11]=2C(O)=O)[CH:5]=[C:6]([Br:8])[CH:7]=1.[OH-].[Na+], predict the reaction product. The product is: [Br:8][C:6]1[CH:7]=[C:2]([NH2:1])[C:3]2[N:4]([N:9]=[CH:10][CH:11]=2)[CH:5]=1. (5) Given the reactants [C:1]([C:5]1[CH:10]=[CH:9][N:8]=[C:7]([CH2:11][N:12]([CH2:23][C:24]2[CH:31]=[CH:30][C:27]([C:28]#[N:29])=[CH:26][C:25]=2[CH2:32][OH:33])[CH:13]2[C:22]3[N:21]=[CH:20][CH:19]=[CH:18][C:17]=3[CH2:16][CH2:15][CH2:14]2)[CH:6]=1)([CH3:4])([CH3:3])[CH3:2], predict the reaction product. The product is: [NH4+:8].[OH-:33].[NH2:29][CH2:28][C:27]1[CH:30]=[CH:31][C:24]([CH2:23][N:12]([CH2:11][C:7]2[CH:6]=[C:5]([C:1]([CH3:4])([CH3:3])[CH3:2])[CH:10]=[CH:9][N:8]=2)[CH:13]2[C:22]3[N:21]=[CH:20][CH:19]=[CH:18][C:17]=3[CH2:16][CH2:15][CH2:14]2)=[C:25]([CH2:32][OH:33])[CH:26]=1. (6) Given the reactants [C:1]([C:3]1[CH:8]=[CH:7][C:6]([N:9]2[C:13]([C:14]3[CH:15]=[C:16]([C:32]([O:34]CC)=[O:33])[C:17](=[O:31])[N:18]([C:21]4[CH:26]=[CH:25][CH:24]=[C:23]([C:27]([F:30])([F:29])[F:28])[CH:22]=4)[C:19]=3[CH3:20])=[CH:12][CH:11]=[N:10]2)=[CH:5][CH:4]=1)#[N:2].[Li+].[OH-], predict the reaction product. The product is: [C:1]([C:3]1[CH:4]=[CH:5][C:6]([N:9]2[C:13]([C:14]3[CH:15]=[C:16]([C:32]([OH:34])=[O:33])[C:17](=[O:31])[N:18]([C:21]4[CH:26]=[CH:25][CH:24]=[C:23]([C:27]([F:30])([F:28])[F:29])[CH:22]=4)[C:19]=3[CH3:20])=[CH:12][CH:11]=[N:10]2)=[CH:7][CH:8]=1)#[N:2]. (7) Given the reactants C([O-])(=O)C.[Cs+].Br[C:7]1[CH:12]=[CH:11][C:10]([F:13])=[CH:9][C:8]=1[C:14]1[C:18]([C@@H:19]([CH:34]2[CH2:36][CH2:35]2)[NH:20][S:21]([C:24]2[CH:25]=[N:26][C:27]([C:30]([F:33])([F:32])[F:31])=[CH:28][CH:29]=2)(=[O:23])=[O:22])=[CH:17][N:16]([CH2:37][O:38][CH2:39][CH2:40][Si:41]([CH3:44])([CH3:43])[CH3:42])[N:15]=1, predict the reaction product. The product is: [CH:34]1([C@@H:19]2[C:18]3=[CH:17][N:16]([CH2:37][O:38][CH2:39][CH2:40][Si:41]([CH3:44])([CH3:43])[CH3:42])[N:15]=[C:14]3[C:8]3[CH:9]=[C:10]([F:13])[CH:11]=[CH:12][C:7]=3[N:20]2[S:21]([C:24]2[CH:25]=[N:26][C:27]([C:30]([F:33])([F:32])[F:31])=[CH:28][CH:29]=2)(=[O:23])=[O:22])[CH2:36][CH2:35]1. (8) The product is: [CH2:1]([C:3]1[S:12][C:11]2[S:10][C:9]3[CH:13]=[CH:14][CH:15]=[CH:16][C:8]=3[CH2:7][C:6](=[S:27])[C:5]=2[CH:4]=1)[CH3:2]. Given the reactants [CH2:1]([C:3]1[S:12][C:11]2[S:10][C:9]3[CH:13]=[CH:14][CH:15]=[CH:16][C:8]=3[CH2:7][C:6](=O)[C:5]=2[CH:4]=1)[CH3:2].COC1C=CC(P2(SP(C3C=CC(OC)=CC=3)(=S)S2)=[S:27])=CC=1, predict the reaction product. (9) Given the reactants Cl.Cl.[NH2:3][C:4]1[CH:5]=[C:6]([C:10]2([F:25])[CH2:15][CH2:14][N:13]([CH2:16][CH2:17][O:18][C:19]3[CH:24]=[CH:23][CH:22]=[CH:21][CH:20]=3)[CH2:12][CH2:11]2)[CH:7]=[CH:8][CH:9]=1.[CH3:26][S:27]([Cl:30])(=[O:29])=[O:28].C(N(C(C)C)CC)(C)C, predict the reaction product. The product is: [ClH:30].[F:25][C:10]1([C:6]2[CH:5]=[C:4]([NH:3][S:27]([CH3:26])(=[O:29])=[O:28])[CH:9]=[CH:8][CH:7]=2)[CH2:11][CH2:12][N:13]([CH2:16][CH2:17][O:18][C:19]2[CH:20]=[CH:21][CH:22]=[CH:23][CH:24]=2)[CH2:14][CH2:15]1. (10) Given the reactants C([O:8][C:9]1[C:10]2[CH2:11][N:12]([CH2:32][C:33]([OH:35])=[O:34])[CH2:13][CH2:14][N:15]([CH2:28][C:29]([OH:31])=[O:30])[CH2:16][CH2:17][N:18]([CH2:24][C:25]([OH:27])=[O:26])[CH2:19][C:20]([N:23]=2)=[CH:21][CH:22]=1)C1C=CC=CC=1, predict the reaction product. The product is: [C:29]([CH2:28][N:15]1[CH2:14][CH2:13][N:12]([CH2:32][C:33]([OH:35])=[O:34])[CH2:11][C:10]2=[N:23][C:20](=[CH:21][CH:22]=[C:9]2[OH:8])[CH2:19][N:18]([CH2:24][C:25]([OH:27])=[O:26])[CH2:17][CH2:16]1)([OH:31])=[O:30].